This data is from Full USPTO retrosynthesis dataset with 1.9M reactions from patents (1976-2016). The task is: Predict the reactants needed to synthesize the given product. Given the product [C:50]1([CH3:53])[CH:51]=[CH:52][C:47]([CH2:46][CH2:45][CH2:44][NH:43][C:41]([N:38]2[CH2:37][CH2:36][CH:35]([NH:34][C:33]3[CH:54]=[CH:55][C:30]([CH2:29][CH2:28][NH:27][CH2:26][C@H:25]([OH:56])[CH2:24][O:23][C:22]4[CH:21]=[CH:20][C:19]([OH:18])=[CH:58][CH:57]=4)=[CH:31][CH:32]=3)[CH2:40][CH2:39]2)=[O:42])=[CH:48][CH:49]=1, predict the reactants needed to synthesize it. The reactants are: [Si]([O:18][C:19]1[CH:58]=[CH:57][C:22]([O:23][CH2:24][C@@H:25]([OH:56])[CH2:26][NH:27][CH2:28][CH2:29][C:30]2[CH:55]=[CH:54][C:33]([NH:34][CH:35]3[CH2:40][CH2:39][N:38]([C:41]([NH:43][CH2:44][CH2:45][CH2:46][C:47]4[CH:52]=[CH:51][C:50]([CH3:53])=[CH:49][CH:48]=4)=[O:42])[CH2:37][CH2:36]3)=[CH:32][CH:31]=2)=[CH:21][CH:20]=1)(C(C)(C)C)(C1C=CC=CC=1)C1C=CC=CC=1.